This data is from NCI-60 drug combinations with 297,098 pairs across 59 cell lines. The task is: Regression. Given two drug SMILES strings and cell line genomic features, predict the synergy score measuring deviation from expected non-interaction effect. (1) Drug 1: CC1=C(C=C(C=C1)NC2=NC=CC(=N2)N(C)C3=CC4=NN(C(=C4C=C3)C)C)S(=O)(=O)N.Cl. Drug 2: CCCS(=O)(=O)NC1=C(C(=C(C=C1)F)C(=O)C2=CNC3=C2C=C(C=N3)C4=CC=C(C=C4)Cl)F. Cell line: HCT-15. Synergy scores: CSS=-0.0640, Synergy_ZIP=8.91, Synergy_Bliss=6.76, Synergy_Loewe=7.10, Synergy_HSA=3.99. (2) Drug 1: C1CN1P(=S)(N2CC2)N3CC3. Drug 2: CC1CCCC2(C(O2)CC(NC(=O)CC(C(C(=O)C(C1O)C)(C)C)O)C(=CC3=CSC(=N3)C)C)C. Cell line: SF-539. Synergy scores: CSS=60.6, Synergy_ZIP=1.26, Synergy_Bliss=-0.218, Synergy_Loewe=0.515, Synergy_HSA=3.62. (3) Drug 1: C1C(C(OC1N2C=NC3=C(N=C(N=C32)Cl)N)CO)O. Drug 2: COCCOC1=C(C=C2C(=C1)C(=NC=N2)NC3=CC=CC(=C3)C#C)OCCOC.Cl. Cell line: MCF7. Synergy scores: CSS=-1.64, Synergy_ZIP=-2.49, Synergy_Bliss=-5.58, Synergy_Loewe=-6.85, Synergy_HSA=-6.74. (4) Synergy scores: CSS=-1.16, Synergy_ZIP=0.157, Synergy_Bliss=-4.25, Synergy_Loewe=-4.97, Synergy_HSA=-5.94. Drug 1: CC1=C(C(=CC=C1)Cl)NC(=O)C2=CN=C(S2)NC3=CC(=NC(=N3)C)N4CCN(CC4)CCO. Cell line: SR. Drug 2: C1=CN(C=N1)CC(O)(P(=O)(O)O)P(=O)(O)O. (5) Drug 1: C1=CC(=C2C(=C1NCCNCCO)C(=O)C3=C(C=CC(=C3C2=O)O)O)NCCNCCO. Drug 2: CN(C)N=NC1=C(NC=N1)C(=O)N. Cell line: T-47D. Synergy scores: CSS=29.7, Synergy_ZIP=-6.37, Synergy_Bliss=1.67, Synergy_Loewe=-26.1, Synergy_HSA=1.81. (6) Drug 1: C1CC(=O)NC(=O)C1N2CC3=C(C2=O)C=CC=C3N. Drug 2: CC1C(C(CC(O1)OC2CC(OC(C2O)C)OC3=CC4=CC5=C(C(=O)C(C(C5)C(C(=O)C(C(C)O)O)OC)OC6CC(C(C(O6)C)O)OC7CC(C(C(O7)C)O)OC8CC(C(C(O8)C)O)(C)O)C(=C4C(=C3C)O)O)O)O. Cell line: SK-MEL-28. Synergy scores: CSS=2.58, Synergy_ZIP=-0.189, Synergy_Bliss=0.834, Synergy_Loewe=1.05, Synergy_HSA=0.442.